From a dataset of Peptide-MHC class II binding affinity with 134,281 pairs from IEDB. Regression. Given a peptide amino acid sequence and an MHC pseudo amino acid sequence, predict their binding affinity value. This is MHC class II binding data. (1) The peptide sequence is EVQLVESGGGLVQPG. The MHC is DRB1_0802 with pseudo-sequence DRB1_0802. The binding affinity (normalized) is 0.0424. (2) The peptide sequence is YYGTQTILAACVDLG. The MHC is H-2-IAb with pseudo-sequence H-2-IAb. The binding affinity (normalized) is 0.419. (3) The peptide sequence is KKPTGKVTLEADVILPI. The MHC is HLA-DQA10501-DQB10302 with pseudo-sequence HLA-DQA10501-DQB10302. The binding affinity (normalized) is 0.364. (4) The peptide sequence is LAKMADNSVNTRTKN. The MHC is DRB1_0101 with pseudo-sequence DRB1_0101. The binding affinity (normalized) is 0.682.